This data is from Full USPTO retrosynthesis dataset with 1.9M reactions from patents (1976-2016). The task is: Predict the reactants needed to synthesize the given product. The reactants are: CCN(C(C)C)C(C)C.OC(C(F)(F)F)=O.[O:17]=[C:18]([N:35]1[CH2:40][CH2:39][NH:38][CH2:37][CH2:36]1)[CH2:19][NH:20][C:21]([C:23]1[CH:28]=[CH:27][C:26]([C:29]2[CH:34]=[CH:33][CH:32]=[CH:31][CH:30]=2)=[CH:25][CH:24]=1)=[O:22].C1C=CC2N(O)N=NC=2C=1.CCN=C=NCCCN(C)C.Cl.[CH3:63][C:64]1[CH:68]=[CH:67][S:66][C:65]=1[C:69](O)=[O:70]. Given the product [CH3:63][C:64]1[CH:68]=[CH:67][S:66][C:65]=1[C:69]([N:38]1[CH2:39][CH2:40][N:35]([C:18](=[O:17])[CH2:19][NH:20][C:21]([C:23]2[CH:24]=[CH:25][C:26]([C:29]3[CH:34]=[CH:33][CH:32]=[CH:31][CH:30]=3)=[CH:27][CH:28]=2)=[O:22])[CH2:36][CH2:37]1)=[O:70], predict the reactants needed to synthesize it.